Dataset: NCI-60 drug combinations with 297,098 pairs across 59 cell lines. Task: Regression. Given two drug SMILES strings and cell line genomic features, predict the synergy score measuring deviation from expected non-interaction effect. (1) Drug 1: C1=CC(=CC=C1CC(C(=O)O)N)N(CCCl)CCCl.Cl. Drug 2: CC1=C(C=C(C=C1)C(=O)NC2=CC(=CC(=C2)C(F)(F)F)N3C=C(N=C3)C)NC4=NC=CC(=N4)C5=CN=CC=C5. Cell line: SNB-19. Synergy scores: CSS=10.4, Synergy_ZIP=-0.840, Synergy_Bliss=2.34, Synergy_Loewe=-2.23, Synergy_HSA=-2.27. (2) Drug 1: COC1=CC(=CC(=C1O)OC)C2C3C(COC3=O)C(C4=CC5=C(C=C24)OCO5)OC6C(C(C7C(O6)COC(O7)C8=CC=CS8)O)O. Drug 2: CNC(=O)C1=NC=CC(=C1)OC2=CC=C(C=C2)NC(=O)NC3=CC(=C(C=C3)Cl)C(F)(F)F. Cell line: IGROV1. Synergy scores: CSS=45.5, Synergy_ZIP=-1.44, Synergy_Bliss=1.30, Synergy_Loewe=-11.6, Synergy_HSA=3.73. (3) Drug 1: C1CCN(CC1)CCOC2=CC=C(C=C2)C(=O)C3=C(SC4=C3C=CC(=C4)O)C5=CC=C(C=C5)O. Drug 2: CCC1(C2=C(COC1=O)C(=O)N3CC4=CC5=C(C=CC(=C5CN(C)C)O)N=C4C3=C2)O.Cl. Synergy scores: CSS=72.4, Synergy_ZIP=-0.249, Synergy_Bliss=2.74, Synergy_Loewe=-15.8, Synergy_HSA=4.32. Cell line: MOLT-4. (4) Drug 1: CS(=O)(=O)CCNCC1=CC=C(O1)C2=CC3=C(C=C2)N=CN=C3NC4=CC(=C(C=C4)OCC5=CC(=CC=C5)F)Cl. Drug 2: C#CCC(CC1=CN=C2C(=N1)C(=NC(=N2)N)N)C3=CC=C(C=C3)C(=O)NC(CCC(=O)O)C(=O)O. Cell line: SR. Synergy scores: CSS=75.4, Synergy_ZIP=1.85, Synergy_Bliss=-0.0256, Synergy_Loewe=-5.93, Synergy_HSA=-0.0644. (5) Cell line: DU-145. Drug 1: C1=NC2=C(N1)C(=S)N=C(N2)N. Drug 2: C1CCC(C(C1)N)N.C(=O)(C(=O)[O-])[O-].[Pt+4]. Synergy scores: CSS=38.3, Synergy_ZIP=1.48, Synergy_Bliss=2.31, Synergy_Loewe=4.42, Synergy_HSA=5.83. (6) Drug 1: C1CC(=O)NC(=O)C1N2C(=O)C3=CC=CC=C3C2=O. Drug 2: CCC1(C2=C(COC1=O)C(=O)N3CC4=CC5=C(C=CC(=C5CN(C)C)O)N=C4C3=C2)O.Cl. Cell line: IGROV1. Synergy scores: CSS=4.69, Synergy_ZIP=-7.32, Synergy_Bliss=-10.2, Synergy_Loewe=-8.22, Synergy_HSA=-7.74.